Dataset: Forward reaction prediction with 1.9M reactions from USPTO patents (1976-2016). Task: Predict the product of the given reaction. Given the reactants [Cl:1][C:2]1[CH:3]=[CH:4][C:5](=[O:8])[NH:6][N:7]=1.[C:9](=O)([O-])[O-].[K+].[K+].CI.O, predict the reaction product. The product is: [Cl:1][C:2]1[CH:3]=[CH:4][C:5](=[O:8])[N:6]([CH3:9])[N:7]=1.